This data is from Reaction yield outcomes from USPTO patents with 853,638 reactions. The task is: Predict the reaction yield, written as a fraction of the theoretical maximum amount of product (1.0 means a 100% yield; for example, 0.34 means a 34% yield). (1) The reactants are [CH3:1][O:2][C:3]1[C:8]2[C:9](=[O:23])[O:10][C:11]([C:13]3[C:22]4[C:17](=[CH:18][CH:19]=[CH:20][CH:21]=4)[CH:16]=[CH:15][CH:14]=3)=[N:12][C:7]=2[CH:6]=[CH:5][CH:4]=1.[O:24]1[CH2:29][CH2:28][O:27][CH2:26][CH:25]1[CH2:30][NH2:31]. No catalyst specified. The product is [O:24]1[CH2:29][CH2:28][O:27][CH2:26][CH:25]1[CH2:30][NH:31][C:9]([C:8]1[C:3]([O:2][CH3:1])=[CH:4][CH:5]=[CH:6][C:7]=1[NH:12][C:11]([C:13]1[C:22]2[C:17](=[CH:18][CH:19]=[CH:20][CH:21]=2)[CH:16]=[CH:15][CH:14]=1)=[O:10])=[O:23]. The yield is 0.680. (2) The reactants are Cl[C:2]1[S:3][CH:4]=[C:5]([Cl:7])[N:6]=1.[CH3:8][NH:9][CH3:10]. The catalyst is C1COCC1. The product is [Cl:7][C:5]1[N:6]=[C:2]([N:9]([CH3:10])[CH3:8])[S:3][CH:4]=1. The yield is 0.150. (3) The product is [CH2:25]([C:27]([C:45]1[CH:46]=[C:47]([CH3:53])[C:48]([O:15][S:12]([C:11]([F:24])([F:23])[F:10])(=[O:14])=[O:13])=[C:49]([CH3:51])[CH:50]=1)([C:30]1[CH:35]=[CH:34][C:33](/[CH:36]=[CH:37]/[C:38]([CH2:39][CH3:40])([OH:41])[CH2:42][CH3:43])=[C:32]([CH3:44])[CH:31]=1)[CH2:28][CH3:29])[CH3:26]. The yield is 0.860. The reactants are C(N(C(C)C)CC)(C)C.[F:10][C:11]([F:24])([F:23])[S:12]([O:15]S(C(F)(F)F)(=O)=O)(=[O:14])=[O:13].[CH2:25]([C:27]([C:45]1[CH:50]=[C:49]([CH3:51])[C:48](O)=[C:47]([CH3:53])[CH:46]=1)([C:30]1[CH:35]=[CH:34][C:33](/[CH:36]=[CH:37]/[C:38]([CH2:42][CH3:43])([OH:41])[CH2:39][CH3:40])=[C:32]([CH3:44])[CH:31]=1)[CH2:28][CH3:29])[CH3:26].C(=O)(O)[O-].[Na+]. The catalyst is ClCCl. (4) The reactants are [CH3:1][O:2][C:3](=[O:35])[C:4]1[CH:9]=[CH:8][C:7](CN2C=C(C3C=CC(Cl)=CC=3Cl)N=C2/C=C/C2C=C(Br)C=CC=2OC)=[CH:6][CH:5]=1.C(OC1C=CC(B(O)O)=CC=1)C. No catalyst specified. The product is [CH3:1][O:2][C:3](=[O:35])[C:4]1[CH:9]=[CH:8][CH:7]=[CH:6][CH:5]=1. The yield is 0.490.